From a dataset of Reaction yield outcomes from USPTO patents with 853,638 reactions. Predict the reaction yield, written as a fraction of the theoretical maximum amount of product (1.0 means a 100% yield; for example, 0.34 means a 34% yield). (1) The reactants are [F:1][C:2]([F:43])([F:42])[C:3]1[CH:4]=[C:5]([C@H:13]([N:15]([CH3:41])[C:16]([N:18]2[CH2:32][CH2:31][C@:21]3([NH:25][C@:24]([CH3:30])([C:26](OC)=[O:27])[CH2:23][CH2:22]3)[CH2:20][C@@H:19]2[C:33]2[CH:38]=[CH:37][C:36]([F:39])=[CH:35][C:34]=2[CH3:40])=[O:17])[CH3:14])[CH:6]=[C:7]([C:9]([F:12])([F:11])[F:10])[CH:8]=1.[BH4-].[Li+]. The catalyst is O1CCCC1. The product is [F:43][C:2]([F:1])([F:42])[C:3]1[CH:4]=[C:5]([C@H:13]([N:15]([CH3:41])[C:16]([N:18]2[CH2:32][CH2:31][C@:21]3([NH:25][C@@:24]([CH2:26][OH:27])([CH3:30])[CH2:23][CH2:22]3)[CH2:20][C@@H:19]2[C:33]2[CH:38]=[CH:37][C:36]([F:39])=[CH:35][C:34]=2[CH3:40])=[O:17])[CH3:14])[CH:6]=[C:7]([C:9]([F:12])([F:10])[F:11])[CH:8]=1. The yield is 0.572. (2) The reactants are [C:1]([O:5][C:6](=[O:19])[N:7]([CH2:9][CH2:10][C@H:11]1[CH2:16][CH2:15][C@H:14]([CH2:17][OH:18])[CH2:13][CH2:12]1)[CH3:8])([CH3:4])([CH3:3])[CH3:2].[CH3:20][S:21](Cl)(=[O:23])=[O:22].C(N(CC)CC)C.Cl. The catalyst is C(Cl)Cl. The product is [C:1]([O:5][C:6]([N:7]([CH3:8])[CH2:9][CH2:10][C@H:11]1[CH2:12][CH2:13][C@H:14]([CH2:17][O:18][S:21]([CH3:20])(=[O:23])=[O:22])[CH2:15][CH2:16]1)=[O:19])([CH3:3])([CH3:2])[CH3:4]. The yield is 0.980. (3) The reactants are C1(P(C2CCCCC2)C2C=CC=CC=2C2C(OC(C)C)=CC=CC=2OC(C)C)CCCCC1.[Cl:34][C:35]1[CH:40]=[CH:39][C:38]([CH:41]2[CH2:47][CH2:46][NH:45][C:44](=[O:48])[C:43]3[S:49][C:50](I)=[CH:51][C:42]2=3)=[CH:37][CH:36]=1.[NH:53]1[CH2:58][CH2:57][O:56][C@H:55]([CH2:59][OH:60])[CH2:54]1.C[Si]([N-][Si](C)(C)C)(C)C.[Li+]. The catalyst is O1CCCC1. The product is [Cl:34][C:35]1[CH:40]=[CH:39][C:38]([CH:41]2[CH2:47][CH2:46][NH:45][C:44](=[O:48])[C:43]3[S:49][C:50]([N:53]4[CH2:58][CH2:57][O:56][CH:55]([CH2:59][OH:60])[CH2:54]4)=[CH:51][C:42]2=3)=[CH:37][CH:36]=1. The yield is 0.160. (4) The catalyst is C(Cl)Cl. The yield is 0.280. The reactants are [CH3:1][O:2][C:3]1[CH:4]=[C:5]([NH:11][C:12]2[C:13]3[N:29]=[CH:28][S:27][C:14]=3[N:15]=[C:16]([C:18]3[CH:19]=[C:20]([CH:24]=[CH:25][CH:26]=3)[C:21]([OH:23])=O)[N:17]=2)[CH:6]=[CH:7][C:8]=1[O:9][CH3:10].[NH:30]1[C:38]2[C:33](=[CH:34][CH:35]=[C:36]([NH2:39])[CH:37]=2)[CH:32]=[N:31]1.CCN=C=NCCCN(C)C.CN1C=CN=C1. The product is [CH3:1][O:2][C:3]1[CH:4]=[C:5]([NH:11][C:12]2[C:13]3[N:29]=[CH:28][S:27][C:14]=3[N:15]=[C:16]([C:18]3[CH:19]=[C:20]([CH:24]=[CH:25][CH:26]=3)[C:21]([NH:39][C:36]3[CH:37]=[C:38]4[C:33]([CH:32]=[N:31][NH:30]4)=[CH:34][CH:35]=3)=[O:23])[N:17]=2)[CH:6]=[CH:7][C:8]=1[O:9][CH3:10]. (5) The reactants are C[O:2][C:3](=[O:36])[CH:4]([CH2:24][CH:25]=[CH:26][CH2:27][P:28]([O:33][CH2:34][CH3:35])([O:30][CH2:31][CH3:32])=[O:29])[CH2:5][C:6]([CH3:23])=[CH:7][CH2:8][C:9]1[C:10]([OH:22])=[C:11]2[C:15](=[C:16]([CH3:20])[C:17]=1[O:18][CH3:19])[CH2:14][O:13][C:12]2=[O:21].[OH-].[Li+]. The catalyst is C1COCC1.O. The product is [CH2:31]([O:30][P:28]([CH2:27][CH:26]=[CH:25][CH2:24][CH:4]([CH2:5][C:6]([CH3:23])=[CH:7][CH2:8][C:9]1[C:10]([OH:22])=[C:11]2[C:15](=[C:16]([CH3:20])[C:17]=1[O:18][CH3:19])[CH2:14][O:13][C:12]2=[O:21])[C:3]([OH:36])=[O:2])([O:33][CH2:34][CH3:35])=[O:29])[CH3:32]. The yield is 1.00. (6) The reactants are [C:1]([O:5][NH:6][C:7]([C:9]1[CH:14]=[C:13](Br)[CH:12]=[CH:11][N:10]=1)=[O:8])([CH3:4])([CH3:3])[CH3:2].[CH2:16]([NH2:23])[C:17]1[CH:22]=[CH:21][CH:20]=[CH:19][CH:18]=1. The catalyst is C(O)C. The product is [C:1]([O:5][NH:6][C:7]([C:9]1[CH:14]=[C:13]([NH:23][CH2:16][C:17]2[CH:22]=[CH:21][CH:20]=[CH:19][CH:18]=2)[CH:12]=[CH:11][N:10]=1)=[O:8])([CH3:4])([CH3:3])[CH3:2]. The yield is 0.130.